Task: Predict which catalyst facilitates the given reaction.. Dataset: Catalyst prediction with 721,799 reactions and 888 catalyst types from USPTO (1) Reactant: [CH3:1][O:2][C:3]1[N:4]=[C:5]2[C:10](=[CH:11][CH:12]=1)[N:9]([CH3:13])[C:8](=[O:14])[CH2:7][CH2:6]2.O.[Br:16]Br. Product: [Br:16][C:12]1[CH:11]=[C:10]2[C:5]([CH2:6][CH2:7][C:8](=[O:14])[N:9]2[CH3:13])=[N:4][C:3]=1[O:2][CH3:1]. The catalyst class is: 15. (2) Reactant: [CH3:1][O:2][CH2:3][O:4][C:5]1[CH:6]=[N:7][CH:8]=[CH:9][CH:10]=1.C([Li])(C)(C)C.[CH:16](=[O:18])[CH3:17]. The catalyst class is: 773. Product: [CH3:1][O:2][CH2:3][O:4][C:5]1[CH:6]=[N:7][CH:8]=[CH:9][C:10]=1[CH:16]([OH:18])[CH3:17].